Dataset: Acute oral toxicity (LD50) regression data from Zhu et al.. Task: Regression/Classification. Given a drug SMILES string, predict its toxicity properties. Task type varies by dataset: regression for continuous values (e.g., LD50, hERG inhibition percentage) or binary classification for toxic/non-toxic outcomes (e.g., AMES mutagenicity, cardiotoxicity, hepatotoxicity). Dataset: ld50_zhu. (1) The drug is CC(C)(C)C(O)C(=Cc1ccc(Cl)cc1Cl)n1cncn1. The rat oral LD50 is 2.84, given as -log10 of the dose in mol/kg body weight (higher means more acutely toxic). (2) The drug is O=C(Cl)C(c1ccccc1)c1ccccc1. The rat oral LD50 is 1.56, given as -log10 of the dose in mol/kg body weight (higher means more acutely toxic). (3) The molecule is COP(=S)(OC)SCSc1cccc(Cl)c1Cl. The rat oral LD50 is 3.67, given as -log10 of the dose in mol/kg body weight (higher means more acutely toxic). (4) The drug is O=[N+]([O-])c1cncn1CCN1CCOCC1. The rat oral LD50 is 2.17, given as -log10 of the dose in mol/kg body weight (higher means more acutely toxic). (5) The molecule is C=C(C)C(=O)OCCN1CCCCC1. The rat oral LD50 is 1.75, given as -log10 of the dose in mol/kg body weight (higher means more acutely toxic).